This data is from Full USPTO retrosynthesis dataset with 1.9M reactions from patents (1976-2016). The task is: Predict the reactants needed to synthesize the given product. (1) Given the product [Cl:18][C:14]1[CH:13]=[C:12]([O:11][C:6]2[CH:5]=[C:4]([CH:9]=[CH:8][C:7]=2[F:10])[C:3]([OH:19])=[O:2])[CH:17]=[CH:16][N:15]=1, predict the reactants needed to synthesize it. The reactants are: C[O:2][C:3](=[O:19])[C:4]1[CH:9]=[CH:8][C:7]([F:10])=[C:6]([O:11][C:12]2[CH:17]=[CH:16][N:15]=[C:14]([Cl:18])[CH:13]=2)[CH:5]=1.[OH-].[Li+].O.Cl. (2) Given the product [Cl:1][C:2]1[C:7]([C:8]([N:10]([CH3:12])[CH3:11])=[O:9])=[C:6]([OH:13])[C:5]([NH:14][C:23]2[C:24](=[O:29])[C:25](=[O:26])[C:22]=2[O:21][CH2:19][CH3:20])=[CH:4][CH:3]=1, predict the reactants needed to synthesize it. The reactants are: [Cl:1][C:2]1[C:7]([C:8]([N:10]([CH3:12])[CH3:11])=[O:9])=[C:6]([OH:13])[C:5]([N+:14]([O-])=O)=[CH:4][CH:3]=1.[H][H].[CH2:19]([O:21][C:22]1[C:23](=O)[C:24](=[O:29])[C:25]=1[O:26]CC)[CH3:20]. (3) The reactants are: CS([O:5][CH2:6][C@H:7]1[CH2:12][CH2:11][C@H:10]([C@H:13]2[CH2:18][CH2:17][C@H:16]([CH:19]=[CH2:20])[CH2:15][CH2:14]2)[CH2:9][CH2:8]1)(=O)=O.[F:21][C:22]1[C:27]([F:28])=[C:26]([O:29][CH2:30][CH3:31])[CH:25]=[CH:24][C:23]=1O.P([O-])([O-])([O-])=O.[K+].[K+].[K+].O. Given the product [CH2:30]([O:29][C:26]1[CH:25]=[CH:24][C:23]([O:5][CH2:6][C@H:7]2[CH2:12][CH2:11][C@H:10]([C@H:13]3[CH2:18][CH2:17][C@H:16]([CH:19]=[CH2:20])[CH2:15][CH2:14]3)[CH2:9][CH2:8]2)=[C:22]([F:21])[C:27]=1[F:28])[CH3:31], predict the reactants needed to synthesize it. (4) Given the product [Cl:1][C:2]1[C:3](=[O:29])[N:4]([CH2:19][C:20]2[CH:21]=[C:22]3[C:26](=[CH:27][CH:28]=2)[NH:25][CH2:24][CH2:23]3)[C:5]([CH3:18])=[CH:6][C:7]=1[O:8][CH2:9][C:10]1[CH:15]=[CH:14][C:13]([F:16])=[CH:12][C:11]=1[F:17], predict the reactants needed to synthesize it. The reactants are: [Cl:1][C:2]1[C:3](=[O:29])[N:4]([CH2:19][C:20]2[CH:21]=[C:22]3[C:26](=[CH:27][CH:28]=2)[NH:25][CH:24]=[CH:23]3)[C:5]([CH3:18])=[CH:6][C:7]=1[O:8][CH2:9][C:10]1[CH:15]=[CH:14][C:13]([F:16])=[CH:12][C:11]=1[F:17].[BH3-]C#N.[Na+].O. (5) Given the product [N:29]1([C:27]([C:22]2[CH:21]=[CH:20][C:19]3[C:24](=[CH:25][CH:26]=[C:17]([C:11]4[C:10]5[C:14](=[CH:15][CH:16]=[C:8]([C:6]6[NH:43][N:42]=[C:40]([CH2:39][N:34]7[CH2:38][CH2:37][CH2:36][CH2:35]7)[N:7]=6)[CH:9]=5)[NH:13][N:12]=4)[CH:18]=3)[CH:23]=2)=[O:28])[CH2:30][CH2:31][CH2:32][CH2:33]1, predict the reactants needed to synthesize it. The reactants are: Cl.Cl.C(O[C:6]([C:8]1[CH:9]=[C:10]2[C:14](=[CH:15][CH:16]=1)[NH:13][N:12]=[C:11]2[C:17]1[CH:26]=[CH:25][C:24]2[C:19](=[CH:20][CH:21]=[C:22]([C:27]([N:29]3[CH2:33][CH2:32][CH2:31][CH2:30]3)=[O:28])[CH:23]=2)[CH:18]=1)=[NH:7])C.[N:34]1([CH2:39][C:40]([NH:42][NH2:43])=O)[CH2:38][CH2:37][CH2:36][CH2:35]1.C(N(CC)CC)C. (6) Given the product [Ag:13].[C:1]([OH:9])(=[O:8])[C:2]1[CH:7]=[CH:6][CH:5]=[CH:4][CH:3]=1, predict the reactants needed to synthesize it. The reactants are: [C:1]([OH:9])(=[O:8])[C:2]1[CH:7]=[CH:6][CH:5]=[CH:4][CH:3]=1.C(#N)C.[Ag:13]=O.